Task: Predict the reactants needed to synthesize the given product.. Dataset: Full USPTO retrosynthesis dataset with 1.9M reactions from patents (1976-2016) (1) Given the product [OH:1][C:2]1[C:15]2[C:14](=[O:16])[C:13]3[CH:12]=[C:11]4[CH:17]=[CH:18][CH:19]=[CH:20][C:10]4=[CH:9][C:8]=3[O:7][C:6]=2[CH:5]=[C:4]([O:21][CH2:31][CH:29]2[CH2:28][S:30]2)[CH:3]=1, predict the reactants needed to synthesize it. The reactants are: [OH:1][C:2]1[C:15]2[C:14](=[O:16])[C:13]3[CH:12]=[C:11]4[CH:17]=[CH:18][CH:19]=[CH:20][C:10]4=[CH:9][C:8]=3[O:7][C:6]=2[CH:5]=[C:4]([OH:21])[CH:3]=1.C([O-])([O-])=O.[K+].[K+].[CH2:28]1[S:30][CH:29]1[CH2:31]Cl. (2) Given the product [Br:1][C:2]1[CH:7]=[C:6]([C:8]2[CH2:9][C:10]([C:19]3[CH:24]=[C:23]([Cl:25])[CH:22]=[C:21]([Cl:26])[CH:20]=3)([C:11]([F:13])([F:12])[F:14])[CH2:15][N:16]=2)[CH:5]=[CH:4][C:3]=1[CH2:28][N:29]1[C:30](=[O:39])[C:31]2=[CH:38][CH:37]=[CH:36][CH:35]=[C:32]2[C:33]1=[O:34], predict the reactants needed to synthesize it. The reactants are: [Br:1][C:2]1[CH:7]=[C:6]([C:8](=O)[CH2:9][C:10]([C:19]2[CH:24]=[C:23]([Cl:25])[CH:22]=[C:21]([Cl:26])[CH:20]=2)([CH2:15][N+:16]([O-])=O)[C:11]([F:14])([F:13])[F:12])[CH:5]=[CH:4][C:3]=1[CH2:28][N:29]1[C:33](=[O:34])[C:32]2=[CH:35][CH:36]=[CH:37][CH:38]=[C:31]2[C:30]1=[O:39].C([O-])=O.[NH4+].C(OCC)(=O)C.O.